Dataset: Forward reaction prediction with 1.9M reactions from USPTO patents (1976-2016). Task: Predict the product of the given reaction. (1) Given the reactants Cl.[CH3:2][N:3]([CH3:10])[CH2:4]/[CH:5]=[CH:6]/[C:7](O)=[O:8].C(Cl)(=O)C(Cl)=O.CN(C=O)C.[Cl:22][C:23]1[C:28]([O:29][CH3:30])=[CH:27][C:26]([NH:31][C:32]2[C:41]3[C:36](=[CH:37][C:38]([O:43][CH2:44][CH3:45])=[C:39]([NH2:42])[CH:40]=3)[N:35]=[CH:34][N:33]=2)=[C:25]([O:46][CH3:47])[CH:24]=1, predict the reaction product. The product is: [Cl:22][C:23]1[C:28]([O:29][CH3:30])=[CH:27][C:26]([NH:31][C:32]2[C:41]3[C:36](=[CH:37][C:38]([O:43][CH2:44][CH3:45])=[C:39]([NH2:42])[CH:40]=3)[N:35]=[CH:34][N:33]=2)=[C:25]([O:46][CH3:47])[CH:24]=1.[Cl:22][C:23]1[C:28]([O:29][CH3:30])=[CH:27][C:26]([NH:31][C:32]2[C:41]3[C:36](=[CH:37][C:38]([O:43][CH2:44][CH3:45])=[C:39]([NH:42][C:7](=[O:8])/[CH:6]=[CH:5]/[CH2:4][N:3]([CH3:10])[CH3:2])[CH:40]=3)[N:35]=[CH:34][N:33]=2)=[C:25]([O:46][CH3:47])[CH:24]=1. (2) Given the reactants [F:1][C:2]1[CH:3]=[C:4]([NH:45][S:46]([CH2:49][CH2:50][O:51]C)(=[O:48])=[O:47])[CH:5]=[C:6]([C:8]2[C:16]3[C:15]([NH:17][C@H:18]([C:20]4[N:25]([C:26]5[CH:31]=[CH:30][CH:29]=[CH:28][CH:27]=5)[C:24](=[O:32])[C:23]5=[C:33]([CH3:36])[CH:34]=[CH:35][N:22]5[N:21]=4)[CH3:19])=[N:14][CH:13]=[N:12][C:11]=3[N:10](COCC[Si](C)(C)C)[CH:9]=2)[CH:7]=1.B(Br)(Br)Br.N, predict the reaction product. The product is: [F:1][C:2]1[CH:3]=[C:4]([NH:45][S:46]([CH2:49][CH2:50][OH:51])(=[O:47])=[O:48])[CH:5]=[C:6]([C:8]2[C:16]3[C:15]([NH:17][C@H:18]([C:20]4[N:25]([C:26]5[CH:27]=[CH:28][CH:29]=[CH:30][CH:31]=5)[C:24](=[O:32])[C:23]5=[C:33]([CH3:36])[CH:34]=[CH:35][N:22]5[N:21]=4)[CH3:19])=[N:14][CH:13]=[N:12][C:11]=3[NH:10][CH:9]=2)[CH:7]=1. (3) The product is: [CH3:13][CH:14]([CH3:19])[CH2:15][B:16]1[O:17][C@@H:3]2[CH2:4][C@@H:5]3[CH2:9][C@H:1]([C@:2]2([CH3:10])[O:11]1)[C:6]3([CH3:8])[CH3:7]. Given the reactants [C:1]12(O)[CH2:9][CH:5]([C:6]1([CH3:8])[CH3:7])[CH2:4][CH2:3][C:2]2([OH:11])[CH3:10].[CH3:13][CH:14]([CH3:19])[CH2:15][B:16](O)[OH:17], predict the reaction product. (4) Given the reactants Br[CH2:2][CH2:3][CH2:4][CH2:5][CH2:6][CH2:7][Br:8].[OH-].[K+].[C:11]1([CH2:17][CH2:18][CH2:19][CH2:20][OH:21])[CH:16]=[CH:15][CH:14]=[CH:13][CH:12]=1, predict the reaction product. The product is: [Br:8][CH2:7][CH2:6][CH2:5][CH2:4][CH2:3][CH2:2][O:21][CH2:20][CH2:19][CH2:18][CH2:17][C:11]1[CH:16]=[CH:15][CH:14]=[CH:13][CH:12]=1. (5) Given the reactants [Mg].Br[CH2:3][C:4]1[CH:9]=[CH:8][C:7]([F:10])=[C:6]([C:11]([F:14])([F:13])[F:12])[CH:5]=1.[CH3:15][C:16]1[CH2:21][CH2:20][CH2:19][C:18]([CH3:23])([CH3:22])[C:17]=1[CH:24]=[O:25], predict the reaction product. The product is: [F:10][C:7]1[CH:8]=[CH:9][C:4]([CH2:3][CH:24]([C:17]2[C:18]([CH3:23])([CH3:22])[CH2:19][CH2:20][CH2:21][C:16]=2[CH3:15])[OH:25])=[CH:5][C:6]=1[C:11]([F:14])([F:13])[F:12]. (6) Given the reactants [F:1][C:2]([F:16])([F:15])[C:3]1[C:4]([N:9]2[CH2:14][CH2:13][NH:12][CH2:11][CH2:10]2)=[N:5][CH:6]=[CH:7][CH:8]=1.[Cl:17][C:18]1([Cl:25])[CH2:20][C:19]1([CH3:24])[C:21](O)=[O:22].F[P-](F)(F)(F)(F)F.N1(O[P+](N(C)C)(N(C)C)N(C)C)C2C=CC=CC=2N=N1, predict the reaction product. The product is: [Cl:17][C:18]1([Cl:25])[CH2:20][C:19]1([C:21]([N:12]1[CH2:11][CH2:10][N:9]([C:4]2[C:3]([C:2]([F:1])([F:15])[F:16])=[CH:8][CH:7]=[CH:6][N:5]=2)[CH2:14][CH2:13]1)=[O:22])[CH3:24]. (7) The product is: [CH2:19]1[N:24]2[C:25]3[CH:31]=[CH:30][C:29]([CH2:32][O:33][C:39](=[O:48])[NH:36][C:10]4[S:9][C:8]([C:5]5[CH:6]=[CH:7][C:2]([Cl:1])=[CH:3][C:4]=5[O:17][CH3:18])=[N:12][C:11]=4[CH3:13])=[CH:28][C:26]=3[N:27]=[C:23]2[CH2:22][CH2:21][CH2:20]1. Given the reactants [Cl:1][C:2]1[CH:7]=[CH:6][C:5]([C:8]2[S:9][C:10](C(O)=O)=[C:11]([CH3:13])[N:12]=2)=[C:4]([O:17][CH3:18])[CH:3]=1.[CH2:19]1[N:24]2[C:25]3[CH:31]=[CH:30][C:29]([CH2:32][OH:33])=[CH:28][C:26]=3[N:27]=[C:23]2[CH2:22][CH2:21][CH2:20]1.C([N:36]([CH2:39]C)CC)C.C1(P(N=[N+]=[N-])(C2C=CC=CC=2)=[O:48])C=CC=CC=1, predict the reaction product.